From a dataset of Full USPTO retrosynthesis dataset with 1.9M reactions from patents (1976-2016). Predict the reactants needed to synthesize the given product. (1) The reactants are: [Br:1][C:2]1[CH:3]=[C:4]([C:8]2[CH:16]=[CH:15][CH:14]=[C:13]3[C:9]=2[CH2:10][C:11](=[O:17])[NH:12]3)[CH:5]=[CH:6][CH:7]=1.[N:18]1([CH2:23][CH2:24][NH:25][C:26]([C:28]2[C:32]([CH3:33])=[C:31]([CH:34]=O)[NH:30][C:29]=2[CH3:36])=[O:27])[CH:22]=[CH:21][N:20]=[N:19]1. Given the product [N:18]1([CH2:23][CH2:24][NH:25][C:26]([C:28]2[C:32]([CH3:33])=[C:31]([CH:34]=[C:10]3[C:9]4[C:13](=[CH:14][CH:15]=[CH:16][C:8]=4[C:4]4[CH:5]=[CH:6][CH:7]=[C:2]([Br:1])[CH:3]=4)[NH:12][C:11]3=[O:17])[NH:30][C:29]=2[CH3:36])=[O:27])[CH:22]=[CH:21][N:20]=[N:19]1, predict the reactants needed to synthesize it. (2) Given the product [C:1]([O:5][C:6](=[O:13])[NH:7][CH2:8][C:9]1[O:10][CH:14]=[N:12][N:11]=1)([CH3:4])([CH3:2])[CH3:3], predict the reactants needed to synthesize it. The reactants are: [C:1]([O:5][C:6](=[O:13])[NH:7][CH2:8][C:9]([NH:11][NH2:12])=[O:10])([CH3:4])([CH3:3])[CH3:2].[CH3:14]C1C=CC(S(O)(=O)=O)=CC=1. (3) Given the product [CH3:39][C:17]1[CH:18]=[C:19]([C:22]([N:24]2[CH2:33][C:32]3[CH:31]=[N:30][N:29]([CH3:34])[C:28]=3[NH:27][C:26]3[CH:35]=[CH:36][CH:37]=[CH:38][C:25]2=3)=[O:23])[CH:20]=[CH:21][C:16]=1/[CH:15]=[CH:14]/[C:13]([OH:40])=[O:12], predict the reactants needed to synthesize it. The reactants are: FC(F)(F)C(O)=O.C([O:12][C:13](=[O:40])/[CH:14]=[CH:15]/[C:16]1[CH:21]=[CH:20][C:19]([C:22]([N:24]2[CH2:33][C:32]3[CH:31]=[N:30][N:29]([CH3:34])[C:28]=3[NH:27][C:26]3[CH:35]=[CH:36][CH:37]=[CH:38][C:25]2=3)=[O:23])=[CH:18][C:17]=1[CH3:39])(C)(C)C. (4) Given the product [Br:14][C:15]1[CH:16]=[C:17]([S:21]([N:1]2[CH2:5][CH2:4][CH:3]([OH:6])[CH2:2]2)(=[O:23])=[O:22])[CH:18]=[N:19][CH:20]=1, predict the reactants needed to synthesize it. The reactants are: [NH:1]1[CH2:5][CH2:4][CH:3]([OH:6])[CH2:2]1.C(N(CC)CC)C.[Br:14][C:15]1[CH:16]=[C:17]([S:21](Cl)(=[O:23])=[O:22])[CH:18]=[N:19][CH:20]=1. (5) Given the product [Cl:22][C:23]1[N:28]=[C:27]([NH:14][C@H:12]([C:10]2[N:9]([C:15]3[CH:16]=[CH:17][CH:18]=[CH:19][CH:20]=3)[C:8]3[CH:21]=[C:4]([F:3])[CH:5]=[CH:6][C:7]=3[N:11]=2)[CH3:13])[N:26]=[C:25]([NH2:30])[N:24]=1, predict the reactants needed to synthesize it. The reactants are: Cl.Cl.[F:3][C:4]1[CH:5]=[CH:6][C:7]2[N:11]=[C:10]([C@@H:12]([NH2:14])[CH3:13])[N:9]([C:15]3[CH:20]=[CH:19][CH:18]=[CH:17][CH:16]=3)[C:8]=2[CH:21]=1.[Cl:22][C:23]1[N:28]=[C:27](Cl)[N:26]=[C:25]([NH2:30])[N:24]=1.CCN(C(C)C)C(C)C. (6) Given the product [CH2:8]([O:15][C:16]([NH:18][C@H:19]1[CH2:24][CH2:23][CH2:22][N:21]([C:41]2[C:40]([C:43]3[CH:44]=[CH:45][CH:46]=[CH:47][CH:48]=3)=[C:39]([CH3:49])[C:38]([C:50]#[N:51])=[C:36]3[C:35]=2[O:34][C:33]([C:29]([CH3:32])([CH3:30])[CH3:31])=[N:37]3)[CH2:20]1)=[O:17])[C:9]1[CH:10]=[CH:11][CH:12]=[CH:13][CH:14]=1, predict the reactants needed to synthesize it. The reactants are: C(N(CC)CC)C.[CH2:8]([O:15][C:16]([NH:18][C@H:19]1[CH2:24][CH2:23][CH2:22][NH:21][CH2:20]1)=[O:17])[C:9]1[CH:14]=[CH:13][CH:12]=[CH:11][CH:10]=1.CS(C)=O.[C:29]([C:33]1[O:34][C:35]2[C:36](=[C:38]([C:50]#[N:51])[C:39]([CH3:49])=[C:40]([C:43]3[CH:48]=[CH:47][CH:46]=[CH:45][CH:44]=3)[C:41]=2F)[N:37]=1)([CH3:32])([CH3:31])[CH3:30]. (7) Given the product [Cl:28][C:29]1[S:33][C:32]([C:34]([NH:2][CH2:3][C@@H:4]2[O:8][C:7](=[O:9])[N:6]([C:10]3[CH:15]=[CH:14][C:13]([N:16]4[CH2:21][CH2:20][O:19][CH2:18][C:17]4=[O:22])=[CH:12][CH:11]=3)[CH2:5]2)=[O:35])=[CH:31][CH:30]=1, predict the reactants needed to synthesize it. The reactants are: Cl.[NH2:2][CH2:3][C@@H:4]1[O:8][C:7](=[O:9])[N:6]([C:10]2[CH:15]=[CH:14][C:13]([N:16]3[CH2:21][CH2:20][O:19][CH2:18][C:17]3=[O:22])=[CH:12][CH:11]=2)[CH2:5]1.C(=O)([O-])[O-].[Ca+2].[Cl:28][C:29]1[S:33][C:32]([CH:34]=[O:35])=[CH:31][CH:30]=1.C(OO)(C)(C)C.